Dataset: TCR-epitope binding with 47,182 pairs between 192 epitopes and 23,139 TCRs. Task: Binary Classification. Given a T-cell receptor sequence (or CDR3 region) and an epitope sequence, predict whether binding occurs between them. (1) The epitope is SGPLKAEIAQRLED. The TCR CDR3 sequence is CASSLGRDRGFKETQYF. Result: 1 (the TCR binds to the epitope). (2) The epitope is CINGVCWTV. The TCR CDR3 sequence is CASSLDKPPPDTGELFF. Result: 1 (the TCR binds to the epitope). (3) The epitope is TSDLATNNLVVMAY. The TCR CDR3 sequence is CASSPRYQRGISGANVLTF. Result: 0 (the TCR does not bind to the epitope).